The task is: Predict the product of the given reaction.. This data is from Forward reaction prediction with 1.9M reactions from USPTO patents (1976-2016). (1) Given the reactants [NH:1]([C:3]1[N:8]([CH2:9][CH:10]([CH3:12])[CH3:11])[C:7](=[O:13])[NH:6][C:5](=[O:14])[CH:4]=1)[NH2:2].[Cl:15][C:16]1[CH:17]=[C:18]2[C:23](=[CH:24][CH:25]=1)[N:22]=[CH:21][CH:20]=[C:19]2[CH:26]=O.[CH3:28][N:29]1[CH:33]=[CH:32][CH:31]=[C:30]1[CH:34]=O, predict the reaction product. The product is: [Cl:15][C:16]1[CH:17]=[C:18]2[C:23](=[CH:24][CH:25]=1)[N:22]=[CH:21][CH:20]=[C:19]2[CH2:26][N:2]1[C:34]([C:30]2[N:29]([CH3:28])[CH:33]=[CH:32][CH:31]=2)=[C:4]2[C:3]([N:8]([CH2:9][CH:10]([CH3:11])[CH3:12])[C:7](=[O:13])[NH:6][C:5]2=[O:14])=[N:1]1. (2) Given the reactants [CH3:1][N:2]1[CH2:6][CH2:5][CH:4]([O:7][C:8]2[N:13]=[CH:12][C:11]([C:14]([O:16]CC)=[O:15])=[CH:10][CH:9]=2)[CH2:3]1.[OH-].[Na+], predict the reaction product. The product is: [CH3:1][N:2]1[CH2:6][CH2:5][CH:4]([O:7][C:8]2[N:13]=[CH:12][C:11]([C:14]([OH:16])=[O:15])=[CH:10][CH:9]=2)[CH2:3]1. (3) Given the reactants [F:1][C:2]([F:14])([F:13])[O:3][C:4]1[CH:12]=[CH:11][C:7]([C:8](Cl)=[O:9])=[CH:6][CH:5]=1.[NH2:15][C:16]([CH3:30])([CH2:19][N:20]1[N:24]=[C:23]2[CH:25]=[CH:26][C:27]([Cl:29])=[CH:28][C:22]2=[N:21]1)[C:17]#[N:18], predict the reaction product. The product is: [Cl:29][C:27]1[CH:26]=[CH:25][C:23]2=[N:24][N:20]([CH2:19][C:16]([NH:15][C:8](=[O:9])[C:7]3[CH:11]=[CH:12][C:4]([O:3][C:2]([F:14])([F:13])[F:1])=[CH:5][CH:6]=3)([C:17]#[N:18])[CH3:30])[N:21]=[C:22]2[CH:28]=1. (4) Given the reactants [C:1]([O:5][C:6](=[O:18])[NH:7][C:8]1[CH:13]=[CH:12][C:11](I)=[CH:10][C:9]=1[N+:15]([O-:17])=[O:16])([CH3:4])([CH3:3])[CH3:2].B1(B2OC(C)(C)C(C)(C)O2)OC(C)(C)C(C)(C)O1.I[C:38]1[CH:43]=[CH:42][CH:41]=[CH:40][C:39]=1[CH3:44], predict the reaction product. The product is: [C:1]([O:5][C:6](=[O:18])[NH:7][C:8]1[CH:13]=[CH:12][C:11]([C:38]2[CH:43]=[CH:42][CH:41]=[CH:40][C:39]=2[CH3:44])=[CH:10][C:9]=1[N+:15]([O-:17])=[O:16])([CH3:4])([CH3:3])[CH3:2]. (5) Given the reactants [C:1]([O:5][C:6](=[O:22])[NH:7][C@H:8]([C:19](=O)[NH2:20])[CH2:9][C:10]1[CH:15]=[CH:14][C:13]([N+:16]([O-:18])=[O:17])=[CH:12][CH:11]=1)([CH3:4])([CH3:3])[CH3:2].COC1C=CC(P2(SP(C3C=CC(OC)=CC=3)(=S)S2)=[S:32])=CC=1, predict the reaction product. The product is: [C:1]([O:5][C:6](=[O:22])[NH:7][C@H:8]([C:19](=[S:32])[NH2:20])[CH2:9][C:10]1[CH:15]=[CH:14][C:13]([N+:16]([O-:18])=[O:17])=[CH:12][CH:11]=1)([CH3:4])([CH3:3])[CH3:2]. (6) Given the reactants [C:1]([C:5]1[CH:19]=[C:8]2[N:9]=[CH:10][C:11]([C:13]#[C:14][Si](C)(C)C)=[CH:12][N:7]2[N:6]=1)([CH3:4])([CH3:3])[CH3:2].[F-].C([N+](CCCC)(CCCC)CCCC)CCC, predict the reaction product. The product is: [C:1]([C:5]1[CH:19]=[C:8]2[N:9]=[CH:10][C:11]([C:13]#[CH:14])=[CH:12][N:7]2[N:6]=1)([CH3:4])([CH3:3])[CH3:2].